Dataset: Catalyst prediction with 721,799 reactions and 888 catalyst types from USPTO. Task: Predict which catalyst facilitates the given reaction. (1) Reactant: CC(C)(OC(=O)[NH:6][CH2:7][CH2:8][O:9][CH2:10][CH2:11][O:12][CH2:13][CH2:14][O:15][CH2:16][CH2:17][NH:18][C:19](=[O:27])[CH2:20][CH2:21][CH2:22][CH2:23][C:24]([OH:26])=[O:25])C.FC(F)(F)C(O)=O. Product: [NH2:6][CH2:7][CH2:8][O:9][CH2:10][CH2:11][O:12][CH2:13][CH2:14][O:15][CH2:16][CH2:17][NH:18][C:19](=[O:27])[CH2:20][CH2:21][CH2:22][CH2:23][C:24]([OH:26])=[O:25]. The catalyst class is: 2. (2) Reactant: [CH3:1][O:2][C:3]1[CH:12]=[C:11]2[C:6]([CH2:7][CH2:8][NH:9][CH2:10]2)=[CH:5][CH:4]=1.C(N(CC)CC)C.[C:20](O[C:20]([O:22][C:23]([CH3:26])([CH3:25])[CH3:24])=[O:21])([O:22][C:23]([CH3:26])([CH3:25])[CH3:24])=[O:21].O. The catalyst class is: 4. Product: [CH3:1][O:2][C:3]1[CH:12]=[C:11]2[C:6]([CH2:7][CH2:8][N:9]([C:20]([O:22][C:23]([CH3:26])([CH3:25])[CH3:24])=[O:21])[CH2:10]2)=[CH:5][CH:4]=1. (3) Product: [CH2:43]([N:12]([C:13]1[CH:31]=[CH:30][C:16]([O:17][C@@H:18]2[CH2:22][CH2:21][N:20]([C:23]([O:25][C:26]([CH3:29])([CH3:28])[CH3:27])=[O:24])[CH2:19]2)=[C:15]([O:32][CH3:33])[CH:14]=1)[C:10](=[O:11])[C:9]([O:8][C:7]1[CH:36]=[CH:37][C:4]([CH:1]2[CH2:3][CH2:2]2)=[CH:5][CH:6]=1)=[CH:34][CH3:35])[CH:42]=[CH2:41]. The catalyst class is: 7. Reactant: [CH:1]1([C:4]2[CH:37]=[CH:36][C:7]([O:8][C:9](=[CH:34][CH3:35])[C:10]([NH:12][C:13]3[CH:31]=[CH:30][C:16]([O:17][C@@H:18]4[CH2:22][CH2:21][N:20]([C:23]([O:25][C:26]([CH3:29])([CH3:28])[CH3:27])=[O:24])[CH2:19]4)=[C:15]([O:32][CH3:33])[CH:14]=3)=[O:11])=[CH:6][CH:5]=2)[CH2:3][CH2:2]1.[H-].[Na+].Br[CH2:41][CH:42]=[CH2:43]. (4) Reactant: [OH-].[K+].[C:3]([CH2:5][C:6]([NH2:8])=[O:7])#[N:4].[O:9]([C:16]1[CH:17]=[C:18]([N:22]=[C:23]=[S:24])[CH:19]=[CH:20][CH:21]=1)[C:10]1[CH:15]=[CH:14][CH:13]=[CH:12][CH:11]=1.Cl. Product: [C:3]([CH:5]([C:23](=[S:24])[NH:22][C:18]1[CH:19]=[CH:20][CH:21]=[C:16]([O:9][C:10]2[CH:11]=[CH:12][CH:13]=[CH:14][CH:15]=2)[CH:17]=1)[C:6]([NH2:8])=[O:7])#[N:4]. The catalyst class is: 18.